Dataset: Forward reaction prediction with 1.9M reactions from USPTO patents (1976-2016). Task: Predict the product of the given reaction. (1) Given the reactants [NH2:1][C:2]1[CH:3]=[C:4]([C:8]#[C:9][C:10]2[CH:15]=[C:14]([NH:16][C:17](=[O:23])[O:18][C:19]([CH3:22])([CH3:21])[CH3:20])[CH:13]=[CH:12][N:11]=2)[CH:5]=[CH:6][CH:7]=1.[Cl:24][C:25]1[N:30]=[C:29](Cl)[C:28]([Cl:32])=[CH:27][N:26]=1.C(=O)([O-])[O-].[K+].[K+], predict the reaction product. The product is: [Cl:24][C:25]1[N:30]=[C:29]([NH:1][C:2]2[CH:3]=[C:4]([C:8]#[C:9][C:10]3[CH:15]=[C:14]([NH:16][C:17](=[O:23])[O:18][C:19]([CH3:20])([CH3:22])[CH3:21])[CH:13]=[CH:12][N:11]=3)[CH:5]=[CH:6][CH:7]=2)[C:28]([Cl:32])=[CH:27][N:26]=1. (2) Given the reactants O[CH2:2][CH2:3][CH2:4][C:5]1[C:6]([SH:11])=[N:7][CH:8]=[CH:9][CH:10]=1.C1(N=C=NC2CCCCC2)CCCCC1.[Br:27][C:28]([CH3:33])([CH3:32])[C:29]([OH:31])=[O:30], predict the reaction product. The product is: [Br:27][C:28]([CH3:33])([CH3:32])[C:29]([OH:31])=[O:30].[CH2:4]([C:5]1[C:6]([SH:11])=[N:7][CH:8]=[CH:9][CH:10]=1)[CH2:3][CH3:2].